From a dataset of Full USPTO retrosynthesis dataset with 1.9M reactions from patents (1976-2016). Predict the reactants needed to synthesize the given product. (1) Given the product [O:61]1[C@H:62]2[O:63][CH2:64][CH2:65][C@H:66]2[C@@H:59]([O:58][C:57]([NH:56][C@H:40]([C@@H:39]([CH2:38][N:37]([S:34]([C:32]2[CH:31]=[CH:30][C:29]3[O:25][CH2:26][O:27][C:28]=3[CH:33]=2)(=[O:35])=[O:36])[CH2:69][CH:70]([CH3:72])[CH3:71])[O:9][C:8](=[O:10])[CH2:7][O:6][CH2:5][CH2:4][O:3][CH2:2][C:1]([OH:12])=[O:11])[CH2:41][C:42]2[CH:43]=[CH:44][C:45]([O:48][CH2:49][C:50]3[N:51]=[C:52]([CH3:55])[S:53][CH:54]=3)=[CH:46][CH:47]=2)=[O:67])[CH2:60]1, predict the reactants needed to synthesize it. The reactants are: [C:1]([OH:12])(=[O:11])[CH2:2][O:3][CH2:4][CH2:5][O:6][CH2:7][C:8]([OH:10])=[O:9].Cl.CN(C)CCCN=C=NCC.[O:25]1[C:29]2[CH:30]=[CH:31][C:32]([S:34]([N:37]([CH2:69][CH:70]([CH3:72])[CH3:71])[CH2:38][C@@H:39](O)[C@@H:40]([NH:56][C:57](=[O:67])[O:58][C@@H:59]3[C@H:66]4[C@H:62]([O:63][CH2:64][CH2:65]4)[O:61][CH2:60]3)[CH2:41][C:42]3[CH:47]=[CH:46][C:45]([O:48][CH2:49][C:50]4[N:51]=[C:52]([CH3:55])[S:53][CH:54]=4)=[CH:44][CH:43]=3)(=[O:36])=[O:35])=[CH:33][C:28]=2[O:27][CH2:26]1. (2) Given the product [C:73]([N:69]1[C:70]2[C:66](=[CH:65][C:64]([CH2:63][CH2:62][N:56]3[CH2:61][CH2:60][N:59]([C:42]4[C:50]5[O:49][C:48]([C:51]([O:53][CH2:54][CH3:55])=[O:52])=[CH:47][C:46]=5[CH:45]=[CH:44][CH:43]=4)[CH2:58][CH2:57]3)=[CH:72][CH:71]=2)[CH2:67][CH2:68]1)(=[O:75])[CH3:74], predict the reactants needed to synthesize it. The reactants are: C(=O)([O-])[O-].[Cs+].[Cs+].C1(P(C2CCCCC2)C2C=CC=CC=2C2C(C(C)C)=CC(C(C)C)=CC=2C(C)C)CCCCC1.Br[C:42]1[C:50]2[O:49][C:48]([C:51]([O:53][CH2:54][CH3:55])=[O:52])=[CH:47][C:46]=2[CH:45]=[CH:44][CH:43]=1.[N:56]1([CH2:62][CH2:63][C:64]2[CH:65]=[C:66]3[C:70](=[CH:71][CH:72]=2)[N:69]([C:73](=[O:75])[CH3:74])[CH2:68][CH2:67]3)[CH2:61][CH2:60][NH:59][CH2:58][CH2:57]1. (3) The reactants are: [OH:1][C:2]1[CH:3]=[C:4]([C:12]([O:14]C)=O)[CH:5]=[C:6]([CH:11]=1)[C:7]([O:9]C)=O.I[CH:17]([CH3:19])[CH3:18].C(=O)([O-])[O-].[K+].[K+].[H-].[Al+3].[Li+].[H-].[H-].[H-].O.O.O.O.O.O.O.O.O.O.S([O-])([O-])(=O)=O.[Na+].[Na+]. Given the product [CH:17]([O:1][C:2]1[CH:11]=[C:6]([CH2:7][OH:9])[CH:5]=[C:4]([CH2:12][OH:14])[CH:3]=1)([CH3:19])[CH3:18], predict the reactants needed to synthesize it. (4) Given the product [I:9][C:8]1[C:3]([CH2:2][N:18]([C:22]2[CH:27]=[CH:26][CH:25]=[CH:24][C:23]=2[CH:28]=[CH2:29])[C:19](=[O:21])[CH3:20])=[N:4][CH:5]=[CH:6][CH:7]=1, predict the reactants needed to synthesize it. The reactants are: Br[CH2:2][C:3]1[C:8]([I:9])=[CH:7][CH:6]=[CH:5][N:4]=1.ClC1C(C[N:18]([C:22]2[CH:27]=[CH:26][CH:25]=[CH:24][C:23]=2[CH:28]=[CH2:29])[C:19](=[O:21])[CH3:20])=CC(F)=C(Cl)N=1.